This data is from Catalyst prediction with 721,799 reactions and 888 catalyst types from USPTO. The task is: Predict which catalyst facilitates the given reaction. (1) Reactant: C([N:8]1[CH2:16][CH2:15][CH:14]2[CH:10]([CH2:11][C:12]3[S:19][CH:18]=[CH:17][C:13]=32)[CH2:9]1)C1C=CC=CC=1.C([O-])([O-])=O.[K+].[K+].CC(Cl)OC(Cl)=O. Product: [S:19]1[C:12]2[CH2:11][CH:10]3[CH:14]([C:13]=2[CH:17]=[CH:18]1)[CH2:15][CH2:16][NH:8][CH2:9]3. The catalyst class is: 68. (2) Reactant: [CH:1]([C@@H:14]1[CH2:19][NH:18][CH2:17][CH2:16][N:15]1[C:20]([O:22][C:23]([CH3:26])([CH3:25])[CH3:24])=[O:21])([C:8]1[CH:13]=[CH:12][CH:11]=[CH:10][CH:9]=1)[C:2]1[CH:7]=[CH:6][CH:5]=[CH:4][CH:3]=1.[CH3:27][O:28][C:29]1[N:34]=[C:33]([O:35][CH3:36])[C:32]([CH:37]=O)=[C:31]([O:39][CH3:40])[N:30]=1.C(O[BH-](OC(=O)C)OC(=O)C)(=O)C.[Na+]. Product: [CH:1]([C@@H:14]1[CH2:19][N:18]([CH2:37][C:32]2[C:33]([O:35][CH3:36])=[N:34][C:29]([O:28][CH3:27])=[N:30][C:31]=2[O:39][CH3:40])[CH2:17][CH2:16][N:15]1[C:20]([O:22][C:23]([CH3:26])([CH3:25])[CH3:24])=[O:21])([C:8]1[CH:9]=[CH:10][CH:11]=[CH:12][CH:13]=1)[C:2]1[CH:7]=[CH:6][CH:5]=[CH:4][CH:3]=1. The catalyst class is: 4.